Dataset: Forward reaction prediction with 1.9M reactions from USPTO patents (1976-2016). Task: Predict the product of the given reaction. Given the reactants [CH:1]([N:4]1[C:8]([C:9]2[N:18]=[C:17]3[N:11]([CH2:12][CH2:13][O:14][C:15]4[CH:22]=[C:21](B5OC(C)(C)C(C)(C)O5)[CH:20]=[CH:19][C:16]=43)[CH:10]=2)=[N:7][CH:6]=[N:5]1)([CH3:3])[CH3:2].[CH3:32][O:33][C:34]([CH:36]1[CH:41](OS(C(F)(F)F)(=O)=O)[CH2:40][CH2:39][N:38]([C:50]([O:52][C:53]([CH3:56])([CH3:55])[CH3:54])=[O:51])[CH2:37]1)=[O:35].C([O-])(=O)C.[K+], predict the reaction product. The product is: [CH3:32][O:33][C:34]([C:36]1[CH2:37][N:38]([C:50]([O:52][C:53]([CH3:56])([CH3:55])[CH3:54])=[O:51])[CH2:39][CH2:40][C:41]=1[C:21]1[CH:20]=[CH:19][C:16]2[C:17]3[N:11]([CH2:12][CH2:13][O:14][C:15]=2[CH:22]=1)[CH:10]=[C:9]([C:8]1[N:4]([CH:1]([CH3:3])[CH3:2])[N:5]=[CH:6][N:7]=1)[N:18]=3)=[O:35].